From a dataset of Catalyst prediction with 721,799 reactions and 888 catalyst types from USPTO. Predict which catalyst facilitates the given reaction. Reactant: [Cl:1][C:2]1[C:7]([Cl:8])=[CH:6][C:5]([NH:9][CH2:10][C:11]([OH:13])=O)=[C:4]([CH2:14][CH3:15])[CH:3]=1.CCN(CC)CC.CCN=C=NCCCN(C)C.Cl.C1C=CC2N(O)N=NC=2C=1.[N:45]1([C:51]([O:53][C:54]([CH3:57])([CH3:56])[CH3:55])=[O:52])[CH2:50][CH2:49][NH:48][CH2:47][CH2:46]1. The catalyst class is: 2. Product: [Cl:1][C:2]1[C:7]([Cl:8])=[CH:6][C:5]([NH:9][CH2:10][C:11]([N:48]2[CH2:47][CH2:46][N:45]([C:51]([O:53][C:54]([CH3:57])([CH3:56])[CH3:55])=[O:52])[CH2:50][CH2:49]2)=[O:13])=[C:4]([CH2:14][CH3:15])[CH:3]=1.